Regression. Given two drug SMILES strings and cell line genomic features, predict the synergy score measuring deviation from expected non-interaction effect. From a dataset of NCI-60 drug combinations with 297,098 pairs across 59 cell lines. (1) Drug 1: CC1=C(C=C(C=C1)NC2=NC=CC(=N2)N(C)C3=CC4=NN(C(=C4C=C3)C)C)S(=O)(=O)N.Cl. Drug 2: C1C(C(OC1N2C=C(C(=O)NC2=O)F)CO)O. Cell line: SF-295. Synergy scores: CSS=43.8, Synergy_ZIP=1.96, Synergy_Bliss=3.83, Synergy_Loewe=1.38, Synergy_HSA=5.28. (2) Drug 1: C1=NC2=C(N=C(N=C2N1C3C(C(C(O3)CO)O)F)Cl)N. Drug 2: C1=NNC2=C1C(=O)NC=N2. Cell line: MDA-MB-231. Synergy scores: CSS=8.08, Synergy_ZIP=-2.64, Synergy_Bliss=0.102, Synergy_Loewe=-7.40, Synergy_HSA=-0.810. (3) Drug 1: C1=NC2=C(N=C(N=C2N1C3C(C(C(O3)CO)O)O)F)N. Drug 2: CC1=C(C(=O)C2=C(C1=O)N3CC4C(C3(C2COC(=O)N)OC)N4)N. Cell line: SK-MEL-5. Synergy scores: CSS=47.9, Synergy_ZIP=-0.908, Synergy_Bliss=-0.878, Synergy_Loewe=-37.8, Synergy_HSA=1.56. (4) Drug 1: C1=CC(=C2C(=C1NCCNCCO)C(=O)C3=C(C=CC(=C3C2=O)O)O)NCCNCCO. Drug 2: CC1C(C(CC(O1)OC2CC(CC3=C2C(=C4C(=C3O)C(=O)C5=C(C4=O)C(=CC=C5)OC)O)(C(=O)CO)O)N)O.Cl. Cell line: ACHN. Synergy scores: CSS=63.3, Synergy_ZIP=11.0, Synergy_Bliss=10.9, Synergy_Loewe=12.7, Synergy_HSA=13.8.